Dataset: Catalyst prediction with 721,799 reactions and 888 catalyst types from USPTO. Task: Predict which catalyst facilitates the given reaction. (1) Reactant: [C:1]([C:4]1[CH:5]=[C:6]([NH:10][S:11]([CH2:14][CH2:15][CH3:16])(=[O:13])=[O:12])[CH:7]=[CH:8][CH:9]=1)(=[O:3])[CH3:2].CO[CH:19](OC)[N:20]([CH3:22])[CH3:21].[C:25](OCC)(=O)C.C(OCC)C. Product: [CH3:19][N:20]([CH3:22])[CH:21]=[CH:2][C:1]([C:4]1[CH:5]=[C:6]([N:10]([CH3:25])[S:11]([CH2:14][CH2:15][CH3:16])(=[O:12])=[O:13])[CH:7]=[CH:8][CH:9]=1)=[O:3]. The catalyst class is: 9. (2) Product: [F:18][C:14]1[CH:13]=[C:12]([C:7]2[CH:6]=[C:5]([N:19]([CH3:21])[CH3:20])[C:4]3[C:9](=[CH:10][CH:11]=[CH:2][CH:3]=3)[N:8]=2)[CH:17]=[CH:16][CH:15]=1. Reactant: Br[C:2]1[CH:3]=[C:4]2[C:9](=[CH:10][CH:11]=1)[N:8]=[C:7]([C:12]1[CH:17]=[CH:16][CH:15]=[C:14]([F:18])[CH:13]=1)[CH:6]=[C:5]2[N:19]([CH3:21])[CH3:20].C(=O)([O-])[O-].[Ca+2]. The catalyst class is: 29. (3) Reactant: [CH:1]1([C:4]2[CH:9]=[CH:8][N:7]=[C:6]([NH:10][C:11]3[N:16]=[C:15]([C:17]4[S:21][C:20]([C:22]([C@H:26]5[CH2:31][CH2:30][C@H:29]([C:32](O)=[O:33])[CH2:28][CH2:27]5)([OH:25])[CH2:23][CH3:24])=[N:19][CH:18]=4)[CH:14]=[C:13]([CH3:35])[CH:12]=3)[CH:5]=2)[CH2:3][CH2:2]1.C[N:37](C(ON1N=NC2C=CC=NC1=2)=[N+](C)C)C.F[P-](F)(F)(F)(F)F.[Cl-].[NH4+].C(N(CC)C(C)C)(C)C. Product: [CH:1]1([C:4]2[CH:9]=[CH:8][N:7]=[C:6]([NH:10][C:11]3[N:16]=[C:15]([C:17]4[S:21][C:20]([C:22]([C@H:26]5[CH2:27][CH2:28][C@H:29]([C:32]([NH2:37])=[O:33])[CH2:30][CH2:31]5)([OH:25])[CH2:23][CH3:24])=[N:19][CH:18]=4)[CH:14]=[C:13]([CH3:35])[CH:12]=3)[CH:5]=2)[CH2:3][CH2:2]1. The catalyst class is: 475. (4) Reactant: [N+:1]([C:4]1[CH:5]=[CH:6][CH:7]=[C:8]2[C:12]=1[NH:11][C:10]([C:13]([OH:15])=O)=[CH:9]2)([O-:3])=[O:2].Cl.[Cl:17][CH2:18][CH2:19][NH2:20].C(N(CC)CC)C.C(Cl)CCl.C1C=CC2N(O)N=NC=2C=1.Cl. Product: [Cl:17][CH2:18][CH2:19][NH:20][C:13]([C:10]1[NH:11][C:12]2[C:8]([CH:9]=1)=[CH:7][CH:6]=[CH:5][C:4]=2[N+:1]([O-:3])=[O:2])=[O:15]. The catalyst class is: 9. (5) Reactant: [Na].F[C:3]1[CH:8]=[C:7]([C:9]2[C:10]([C:21]3[O:22][CH:23]=[CH:24][CH:25]=3)=[N:11][C:12]([NH2:20])=[N:13][C:14]=2[C:15]2[O:16][CH:17]=[CH:18][CH:19]=2)[CH:6]=[CH:5][N:4]=1. Product: [CH2:15]([O:16][C:3]1[CH:8]=[C:7]([C:9]2[C:10]([C:21]3[O:22][CH:23]=[CH:24][CH:25]=3)=[N:11][C:12]([NH2:20])=[N:13][C:14]=2[C:15]2[O:16][CH:17]=[CH:18][CH:19]=2)[CH:6]=[CH:5][N:4]=1)[CH2:14][CH2:9][CH3:7]. The catalyst class is: 51. (6) Reactant: Cl[C:2]1[C:7]([N+:8]([O-:10])=[O:9])=[CH:6][CH:5]=[CH:4][N:3]=1.[CH:11]([C:13]1[CH:18]=[CH:17][C:16](B(O)O)=[CH:15][CH:14]=1)=[CH2:12].C(=O)([O-])[O-].[K+].[K+]. Product: [N+:8]([C:7]1[C:2]([C:16]2[CH:17]=[CH:18][C:13]([CH:11]=[CH2:12])=[CH:14][CH:15]=2)=[N:3][CH:4]=[CH:5][CH:6]=1)([O-:10])=[O:9]. The catalyst class is: 203. (7) Reactant: [CH3:1][C:2]([CH2:9][CH2:10][CH:11]=[C:12]([CH3:14])[CH3:13])=[C:3]=[CH:4][CH2:5][C:6](=[O:8])[CH3:7]. Product: [CH3:14][CH:12]([CH2:11][CH2:10][CH2:9][CH:2]([CH2:3][CH2:4][CH2:5][C:6]([CH3:7])=[O:8])[CH3:1])[CH3:13]. The catalyst class is: 45. (8) Reactant: C1(C)C=CC=CC=1.[H-].COCCO[Al+]OCCOC.[Na+].[H-].[CH2:22]([C@H:25]1[CH2:30][CH2:29][C@H:28]([CH2:31][CH2:32][C@H:33]2[CH2:38][CH2:37][C@H:36]([C:39](OCC)=[O:40])[CH2:35][CH2:34]2)[CH2:27][CH2:26]1)[CH2:23][CH3:24].Cl. Product: [CH2:22]([C@H:25]1[CH2:30][CH2:29][C@H:28]([CH2:31][CH2:32][C@H:33]2[CH2:34][CH2:35][C@H:36]([CH2:39][OH:40])[CH2:37][CH2:38]2)[CH2:27][CH2:26]1)[CH2:23][CH3:24]. The catalyst class is: 11.